From a dataset of Forward reaction prediction with 1.9M reactions from USPTO patents (1976-2016). Predict the product of the given reaction. (1) Given the reactants [F:1][C:2]1([F:24])[CH2:7][CH2:6][CH2:5][CH:4]([CH2:8][NH:9][C:10]([C:12]2[C:13]3[CH:14]=[CH:15][C:16](Cl)=[N:17][C:18]=3[CH:19]=[CH:20][C:21]=2[Cl:22])=[O:11])[CH2:3]1.CCN(C(C)C)C(C)C.[F:34][CH:35]1[CH2:39][CH2:38][NH:37][CH2:36]1, predict the reaction product. The product is: [F:1][C:2]1([F:24])[CH2:7][CH2:6][CH2:5][CH:4]([CH2:8][NH:9][C:10]([C:12]2[C:13]3[CH:14]=[CH:15][C:16]([N:37]4[CH2:38][CH2:39][CH:35]([F:34])[CH2:36]4)=[N:17][C:18]=3[CH:19]=[CH:20][C:21]=2[Cl:22])=[O:11])[CH2:3]1. (2) Given the reactants [CH3:1][C:2]1[CH:7]=[CH:6][C:5]([CH2:8][C:9](=[O:11])[CH3:10])=[CH:4][CH:3]=1.[CH2:12]=O.Cl.[CH3:15][NH:16][CH3:17], predict the reaction product. The product is: [CH3:15][N:16]([CH3:12])[CH2:17][CH:8]([C:5]1[CH:6]=[CH:7][C:2]([CH3:1])=[CH:3][CH:4]=1)[C:9](=[O:11])[CH3:10]. (3) The product is: [CH3:16][C:4]1[CH:3]=[C:2]([CH2:17][CH:18]([CH3:20])[CH3:19])[C:10]2[N:9]3[CH2:11][CH2:12][NH:13][C:14](=[O:15])[C:8]3=[CH:7][C:6]=2[CH:5]=1. Given the reactants Br[C:2]1[C:10]2[N:9]3[CH2:11][CH2:12][NH:13][C:14](=[O:15])[C:8]3=[CH:7][C:6]=2[CH:5]=[C:4]([CH3:16])[CH:3]=1.[CH2:17](B(O)O)[CH:18]([CH3:20])[CH3:19], predict the reaction product. (4) Given the reactants [CH3:1][C:2]([CH3:9])=[CH:3][CH2:4][CH2:5][CH:6]([OH:8])[CH3:7].[CH:10](=O)/[CH:11]=[CH:12]/[CH3:13], predict the reaction product. The product is: [CH:2]([CH:3]1[CH2:4][CH2:5][CH:6]([CH3:7])[O:8][CH:10]1[CH:11]=[CH:12][CH3:13])([CH3:9])[CH3:1]. (5) Given the reactants [NH2:1][C:2]1[N:3]=[C:4]([N:18]2[CH2:23][CH2:22][NH:21][CH2:20][CH2:19]2)[C:5]2[N:10]=[C:9]([C:11]3[CH:16]=[CH:15][C:14]([F:17])=[CH:13][CH:12]=3)[O:8][C:6]=2[N:7]=1.[N+:24]([C:27]1[CH:28]=[C:29]([CH:35]=[CH:36][CH:37]=1)[O:30][CH2:31][C:32](O)=[O:33])([O-:26])=[O:25].CN(C(ON1N=NC2C=CC=CC1=2)=[N+](C)C)C.[B-](F)(F)(F)F.C(N(C(C)C)CC)(C)C, predict the reaction product. The product is: [NH2:1][C:2]1[N:3]=[C:4]([N:18]2[CH2:23][CH2:22][N:21]([C:32](=[O:33])[CH2:31][O:30][C:29]3[CH:35]=[CH:36][CH:37]=[C:27]([N+:24]([O-:26])=[O:25])[CH:28]=3)[CH2:20][CH2:19]2)[C:5]2[N:10]=[C:9]([C:11]3[CH:12]=[CH:13][C:14]([F:17])=[CH:15][CH:16]=3)[O:8][C:6]=2[N:7]=1. (6) Given the reactants [F:1][C:2]1[CH:3]=[C:4]([CH:18]=[CH:19][C:20]=1[F:21])[CH2:5][NH:6][C:7](=[O:17])[CH:8]=[C:9]1[C:13](=[O:14])OC(C)(C)[O:10]1.[CH2:22]=[N:23][CH2:24][CH2:25][N:26]1[CH2:31][CH2:30][O:29][CH2:28][CH2:27]1.CO, predict the reaction product. The product is: [F:1][C:2]1[CH:3]=[C:4]([CH:18]=[CH:19][C:20]=1[F:21])[CH2:5][NH:6][C:7]([C:8]1[CH2:22][N:23]([CH2:24][CH2:25][N:26]2[CH2:31][CH2:30][O:29][CH2:28][CH2:27]2)[C:13](=[O:14])[C:9]=1[OH:10])=[O:17].